This data is from CYP1A2 inhibition data for predicting drug metabolism from PubChem BioAssay. The task is: Regression/Classification. Given a drug SMILES string, predict its absorption, distribution, metabolism, or excretion properties. Task type varies by dataset: regression for continuous measurements (e.g., permeability, clearance, half-life) or binary classification for categorical outcomes (e.g., BBB penetration, CYP inhibition). Dataset: cyp1a2_veith. (1) The molecule is COc1ccc(CC(=O)NCCN2CCCC2)cc1.Cl. The result is 0 (non-inhibitor). (2) The result is 0 (non-inhibitor). The drug is Nc1nc(N)[n+]([O-])c(N)c1NCO. (3) The drug is NC(=O)Nc1cc([As](=O)(O)O)cc(I)c1O. The result is 0 (non-inhibitor). (4) The drug is CCN(CC)CC#CCC(C)(c1ccccc1)c1ccccc1.Cl. The result is 0 (non-inhibitor). (5) The compound is Oc1ccc2c3c1O[C@@H]1c4[nH]c5c(c4C[C@@]4(O)[C@@H](C2)N(CC2CC2)CC[C@]314)C[C@]1(O)[C@@H]2Cc3ccc(O)c4c3[C@@]1(CCN2CC1CC1)[C@H]5O4. The result is 0 (non-inhibitor). (6) The drug is CCNC(=O)[C@H]1O[C@H](n2cnc3c(N)nc(NCCc4ccc(CCC(=O)O)cc4)nc32)[C@@H](O)[C@@H]1O. The result is 0 (non-inhibitor). (7) The drug is CCOC(=O)Nc1ccc(C)cc1NC(=O)OCC. The result is 1 (inhibitor). (8) The result is 1 (inhibitor). The molecule is CN(C)c1ccc(-c2ccc3ncnc(N(C)C)c3c2)cc1.